This data is from Forward reaction prediction with 1.9M reactions from USPTO patents (1976-2016). The task is: Predict the product of the given reaction. Given the reactants [C:1]([C:3]1[CH:8]=[CH:7][C:6]([OH:9])=[CH:5][CH:4]=1)#[N:2].Br[CH2:11][CH2:12][CH2:13][CH2:14]Cl.[C:16](=[O:19])([O-])[O-].[K+].[K+].[Cl:22][C:23]1[CH:28]=[CH:27][CH:26]=[CH:25][C:24]=1[N:29]1[CH2:34][CH2:33][NH:32][CH2:31][CH2:30]1.[C:35](=O)([O-])[O-].[Na+].[Na+].[I-].[K+].[H-].[H-].[H-].[H-].[Li+].[Al+3].[OH-].[Na+].O.[CH2:52](OC(Cl)=O)[CH3:53].C([N:60]([CH2:63][CH3:64])CC)C.[CH3:65][C:66](C)=O, predict the reaction product. The product is: [Cl:22][C:23]1[CH:28]=[CH:27][CH:26]=[CH:25][C:24]=1[N:29]1[CH2:34][CH2:33][N:32]([CH2:11][CH2:12][CH2:13][CH2:14][O:9][C:6]2[CH:7]=[CH:8][C:3]([CH2:1][N:2]([CH3:35])[C:16]([NH:60][C:63]3[CH:64]=[CH:53][CH:52]=[CH:66][CH:65]=3)=[O:19])=[CH:4][CH:5]=2)[CH2:31][CH2:30]1.